Dataset: Full USPTO retrosynthesis dataset with 1.9M reactions from patents (1976-2016). Task: Predict the reactants needed to synthesize the given product. (1) Given the product [CH2:1]([N:3]1[C:7](=[O:8])[C:6]([O:9][CH3:15])=[C:5]([C:10]([O:12][CH2:13][CH3:14])=[O:11])[CH2:4]1)[CH3:2], predict the reactants needed to synthesize it. The reactants are: [CH2:1]([N:3]1[C:7](=[O:8])[C:6](=[O:9])[CH:5]([C:10]([O:12][CH2:13][CH3:14])=[O:11])[CH2:4]1)[CH3:2].[CH3:15]CN(C(C)C)C(C)C. (2) Given the product [CH3:1][CH:2]1[N:6]([C:7]2[CH:12]=[CH:11][N:10]=[CH:9][CH:8]=2)[C:5](=[N:13][C:14]#[N:15])[NH:4][CH2:3]1, predict the reactants needed to synthesize it. The reactants are: [CH3:1][CH:2](O)[CH2:3][NH:4][C:5]([NH:13][C:14]#[N:15])=[N:6][C:7]1[CH:12]=[CH:11][N:10]=[CH:9][CH:8]=1.C1(P(C2C=CC=CC=2)C2C=CC=CC=2)C=CC=CC=1.N(C(OC(C)C)=O)=NC(OC(C)C)=O. (3) Given the product [C:50]([O:54][C:55](=[O:76])[NH:56][C@H:57]([CH2:63][NH:64][C:65]([C:67]1[C:72]([NH2:73])=[N:71][C:70]([NH2:74])=[C:69]([Cl:75])[N:68]=1)=[O:66])[CH2:58][CH2:59][CH2:60][CH2:61][NH:62][C:16](=[O:18])[CH2:15][C:12]1[CH:11]=[CH:10][C:9]([O:8][CH2:1][C:2]2[CH:3]=[CH:4][CH:5]=[CH:6][CH:7]=2)=[CH:14][CH:13]=1)([CH3:53])([CH3:51])[CH3:52], predict the reactants needed to synthesize it. The reactants are: [CH2:1]([O:8][C:9]1[CH:14]=[CH:13][C:12]([CH2:15][C:16]([OH:18])=O)=[CH:11][CH:10]=1)[C:2]1[CH:7]=[CH:6][CH:5]=[CH:4][CH:3]=1.CN(C(ON1N=NC2C=CC=NC1=2)=[N+](C)C)C.F[P-](F)(F)(F)(F)F.CN1CCOCC1.[C:50]([O:54][C:55](=[O:76])[NH:56][C@H:57]([CH2:63][NH:64][C:65]([C:67]1[C:72]([NH2:73])=[N:71][C:70]([NH2:74])=[C:69]([Cl:75])[N:68]=1)=[O:66])[CH2:58][CH2:59][CH2:60][CH2:61][NH2:62])([CH3:53])([CH3:52])[CH3:51].